Dataset: Full USPTO retrosynthesis dataset with 1.9M reactions from patents (1976-2016). Task: Predict the reactants needed to synthesize the given product. (1) The reactants are: [CH2:1]([N:8]1[C:12](Br)=[N:11][N:10]=[C:9]1[Br:14])[C:2]1[CH:7]=[CH:6][CH:5]=[CH:4][CH:3]=1.[CH3:15][O-:16].[Na+]. Given the product [CH2:1]([N:8]1[C:12]([O:16][CH3:15])=[N:11][N:10]=[C:9]1[Br:14])[C:2]1[CH:7]=[CH:6][CH:5]=[CH:4][CH:3]=1, predict the reactants needed to synthesize it. (2) Given the product [CH2:43]([N:5]([CH2:1][CH2:2][CH2:3][CH3:4])[C:6]1[CH:11]=[CH:10][C:9]([CH:12]=[CH:13][C:14]2[C:15]([CH3:40])=[CH:16][C:17]([CH2:21][OH:22])=[C:18]([CH3:20])[CH:19]=2)=[C:8]([O:41][CH3:42])[CH:7]=1)[CH2:44][CH2:45][CH3:46], predict the reactants needed to synthesize it. The reactants are: [CH2:1]([N:5]([CH2:43][CH2:44][CH2:45][CH3:46])[C:6]1[CH:11]=[CH:10][C:9]([CH:12]=[CH:13][C:14]2[CH:19]=[C:18]([CH3:20])[C:17]([CH2:21][O:22][Si](C(C)(C)C)(C3C=CC=CC=3)C3C=CC=CC=3)=[CH:16][C:15]=2[CH3:40])=[C:8]([O:41][CH3:42])[CH:7]=1)[CH2:2][CH2:3][CH3:4].[F-].C([N+](CCCC)(CCCC)CCCC)CCC.O.C(OCC)(=O)C. (3) Given the product [N:33]1([CH2:32][CH2:31][O:30][C:29]2[CH:28]=[CH:27][C:26]([C:24]3([CH3:25])[C:11]4[C:10]5[CH:9]=[CH:8][C:7]([OH:6])=[CH:16][C:15]=5[O:14][CH2:13][C:12]=4[C:17]4[CH:18]=[CH:19][C:20]([OH:42])=[CH:21][C:22]=4[O:23]3)=[CH:41][CH:40]=2)[CH2:39][CH2:38][CH2:37][CH2:36][CH2:35][CH2:34]1, predict the reactants needed to synthesize it. The reactants are: C([Si](C)(C)[O:6][C:7]1[CH:8]=[CH:9][C:10]2[C:11]3[C:24]([C:26]4[CH:41]=[CH:40][C:29]([O:30][CH2:31][CH2:32][N:33]5[CH2:39][CH2:38][CH2:37][CH2:36][CH2:35][CH2:34]5)=[CH:28][CH:27]=4)([CH3:25])[O:23][C:22]4[CH:21]=[C:20]([O:42][Si](C(C)(C)C)(C)C)[CH:19]=[CH:18][C:17]=4[C:12]=3[CH2:13][O:14][C:15]=2[CH:16]=1)(C)(C)C.[F-].C([N+](CCCC)(CCCC)CCCC)CCC.[NH4+].[Cl-].C(OCC)(=O)C. (4) Given the product [Cl:34][C:25]1[C:24]([NH:23][C:12](=[O:14])[C:11]2[CH:15]=[CH:16][C:17]([O:18][CH2:19][CH:20]([CH3:22])[CH3:21])=[C:9]([C:7]#[N:8])[CH:10]=2)=[CH:33][CH:32]=[CH:31][C:26]=1[C:27]([O:29][CH3:30])=[O:28], predict the reactants needed to synthesize it. The reactants are: C(Cl)(=O)C(Cl)=O.[C:7]([C:9]1[CH:10]=[C:11]([CH:15]=[CH:16][C:17]=1[O:18][CH2:19][CH:20]([CH3:22])[CH3:21])[C:12]([OH:14])=O)#[N:8].[NH2:23][C:24]1[C:25]([Cl:34])=[C:26]([CH:31]=[CH:32][CH:33]=1)[C:27]([O:29][CH3:30])=[O:28].C(N(CC)CC)C.Cl. (5) Given the product [Cl:1][C:2]1[CH:3]=[C:4]2[C:9](=[CH:10][C:11]=1[N:12]1[CH2:17][C:16]3[C:18]([CH:24]4[CH2:25][CH2:26]4)=[N:19][C:20]([C:22]4[NH:35][C:37](=[O:40])[O:38][N:23]=4)=[CH:21][C:15]=3[NH:14][C:13]1=[O:27])[O:8][CH:7]([C:28]1[C:33]([F:34])=[CH:32][CH:31]=[CH:30][N:29]=1)[CH2:6][CH2:5]2, predict the reactants needed to synthesize it. The reactants are: [Cl:1][C:2]1[CH:3]=[C:4]2[C:9](=[CH:10][C:11]=1[N:12]1[CH2:17][C:16]3[C:18]([CH:24]4[CH2:26][CH2:25]4)=[N:19][C:20]([C:22]#[N:23])=[CH:21][C:15]=3[NH:14][C:13]1=[O:27])[O:8][CH:7]([C:28]1[C:33]([F:34])=[CH:32][CH:31]=[CH:30][N:29]=1)[CH2:6][CH2:5]2.[NH2:35]O.[C:37](=[O:40])([O-])[O-:38].[Na+].[Na+].O. (6) Given the product [Cl:13][C:10]1[CH:11]=[C:12]2[C:7]([CH:6]=[N:5][NH:4]2)=[CH:8][C:9]=1[C:15]#[N:16], predict the reactants needed to synthesize it. The reactants are: C([N:4]1[C:12]2[C:7](=[CH:8][C:9](Br)=[C:10]([Cl:13])[CH:11]=2)[CH:6]=[N:5]1)(=O)C.[CH3:15][N:16](C=O)C.